Dataset: Full USPTO retrosynthesis dataset with 1.9M reactions from patents (1976-2016). Task: Predict the reactants needed to synthesize the given product. The reactants are: Br[C:2]1[CH:3]=[C:4]([CH:9]=[CH:10][C:11]=1[C:12]([F:15])([F:14])[CH3:13])[C:5]([O:7][CH3:8])=[O:6].[O:16]1[CH2:21][CH2:20][CH:19]([O:22][CH2:23][CH2:24][O:25][C:26]2[CH:31]=[CH:30][C:29]([NH2:32])=[CH:28][CH:27]=2)[CH2:18][CH2:17]1. Given the product [F:14][C:12]([C:11]1[CH:10]=[CH:9][C:4]([C:5]([O:7][CH3:8])=[O:6])=[CH:3][C:2]=1[NH:32][C:29]1[CH:30]=[CH:31][C:26]([O:25][CH2:24][CH2:23][O:22][CH:19]2[CH2:20][CH2:21][O:16][CH2:17][CH2:18]2)=[CH:27][CH:28]=1)([F:15])[CH3:13], predict the reactants needed to synthesize it.